From a dataset of Forward reaction prediction with 1.9M reactions from USPTO patents (1976-2016). Predict the product of the given reaction. (1) Given the reactants [Br:1][C:2]1[CH:3]=[C:4]([CH:7]=[C:8]([O:10]C)[CH:9]=1)[C:5]#[N:6].[Li+].[I-], predict the reaction product. The product is: [Br:1][C:2]1[CH:3]=[C:4]([CH:7]=[C:8]([OH:10])[CH:9]=1)[C:5]#[N:6]. (2) Given the reactants [C:1]([O:5][C:6]([NH:8][CH2:9][CH2:10][CH2:11][CH2:12][CH2:13][CH2:14][CH2:15][CH2:16][CH2:17][CH2:18][CH2:19][C:20]([OH:22])=O)=[O:7])([CH3:4])([CH3:3])[CH3:2].C(N1C=CN=C1)(N1C=CN=C1)=O.[CH3:35][N:36]([CH3:41])[CH2:37][CH2:38][CH2:39][NH2:40], predict the reaction product. The product is: [C:1]([O:5][C:6](=[O:7])[NH:8][CH2:9][CH2:10][CH2:11][CH2:12][CH2:13][CH2:14][CH2:15][CH2:16][CH2:17][CH2:18][CH2:19][C:20](=[O:22])[NH:40][CH2:39][CH2:38][CH2:37][N:36]([CH3:41])[CH3:35])([CH3:2])([CH3:3])[CH3:4]. (3) Given the reactants N1([CH:10]=[O:11])C2C=CC=CC=2N=N1.FC(F)(F)C(O)=O.[N:19]1([C:25]2[N:33]=[C:32]([C:34]3[CH:35]=[N:36][C:37]([NH2:40])=[N:38][CH:39]=3)[N:31]=[C:30]3[C:26]=2[N:27]=[C:28]([N:46]2[CH2:51][CH2:50][NH:49][CH2:48][CH2:47]2)[N:29]3[CH2:41][C:42]([F:45])([F:44])[F:43])[CH2:24][CH2:23][O:22][CH2:21][CH2:20]1, predict the reaction product. The product is: [NH2:40][C:37]1[N:36]=[CH:35][C:34]([C:32]2[N:31]=[C:30]3[C:26]([N:27]=[C:28]([N:46]4[CH2:47][CH2:48][N:49]([CH:10]=[O:11])[CH2:50][CH2:51]4)[N:29]3[CH2:41][C:42]([F:44])([F:43])[F:45])=[C:25]([N:19]3[CH2:24][CH2:23][O:22][CH2:21][CH2:20]3)[N:33]=2)=[CH:39][N:38]=1. (4) Given the reactants C([O:3][C:4]([C:6]1[CH:10]=[C:9]([CH2:11][CH2:12][CH3:13])[N:8]([CH2:14][C:15]2[CH:20]=[CH:19][C:18]([C:21]3[CH:26]=[CH:25][CH:24]=[CH:23][C:22]=3[C:27]3[N:31]([C:32]([C:45]4[CH:50]=[CH:49][CH:48]=[CH:47][CH:46]=4)([C:39]4[CH:44]=[CH:43][CH:42]=[CH:41][CH:40]=4)[C:33]4[CH:38]=[CH:37][CH:36]=[CH:35][CH:34]=4)[N:30]=[N:29][N:28]=3)=[CH:17][CH:16]=2)[N:7]=1)=[O:5])C.C1COCC1.O, predict the reaction product. The product is: [CH2:11]([C:9]1[N:8]([CH2:14][C:15]2[CH:16]=[CH:17][C:18]([C:21]3[CH:26]=[CH:25][CH:24]=[CH:23][C:22]=3[C:27]3[N:31]([C:32]([C:45]4[CH:46]=[CH:47][CH:48]=[CH:49][CH:50]=4)([C:39]4[CH:40]=[CH:41][CH:42]=[CH:43][CH:44]=4)[C:33]4[CH:38]=[CH:37][CH:36]=[CH:35][CH:34]=4)[N:30]=[N:29][N:28]=3)=[CH:19][CH:20]=2)[N:7]=[C:6]([C:4]([OH:5])=[O:3])[CH:10]=1)[CH2:12][CH3:13].